From a dataset of Forward reaction prediction with 1.9M reactions from USPTO patents (1976-2016). Predict the product of the given reaction. (1) Given the reactants [NH2:1][C:2](=[O:37])[C@@H:3]([NH:20][C:21]([C:23]1([NH:29][C:30](=[O:36])[O:31][C:32]([CH3:35])([CH3:34])[CH3:33])[CH2:28][CH2:27][O:26][CH2:25][CH2:24]1)=[O:22])[CH2:4][C:5]1[CH:10]=[CH:9][C:8](B2OC(C)(C)C(C)(C)O2)=[CH:7][CH:6]=1.Br[C:39]1[CH:47]=[C:46]2[C:42]([CH2:43][C:44](=[O:49])[N:45]2[CH3:48])=[CH:41][CH:40]=1.C(=O)([O-])[O-].[K+].[K+], predict the reaction product. The product is: [NH2:1][C:2](=[O:37])[C@@H:3]([NH:20][C:21]([C:23]1([NH:29][C:30](=[O:36])[O:31][C:32]([CH3:33])([CH3:35])[CH3:34])[CH2:28][CH2:27][O:26][CH2:25][CH2:24]1)=[O:22])[CH2:4][C:5]1[CH:10]=[CH:9][C:8]([C:39]2[CH:47]=[C:46]3[C:42]([CH2:43][C:44](=[O:49])[N:45]3[CH3:48])=[CH:41][CH:40]=2)=[CH:7][CH:6]=1. (2) The product is: [OH:1][C:2]1[CH:7]=[CH:6][C:5]([C:8]2[C:16]3[C:15]([NH:17][C@H:18]([C:20]4[N:25]([C:26]5[CH:31]=[CH:30][CH:29]=[CH:28][CH:27]=5)[C:24](=[O:32])[C:23]5=[C:33]([CH3:36])[CH:34]=[CH:35][N:22]5[N:21]=4)[CH3:19])=[N:14][CH:13]=[N:12][C:11]=3[NH:10][CH:9]=2)=[CH:4][CH:3]=1. Given the reactants [OH:1][C:2]1[CH:7]=[CH:6][C:5]([C:8]2[C:16]3[C:15]([NH:17][C@H:18]([C:20]4[N:25]([C:26]5[CH:31]=[CH:30][CH:29]=[CH:28][CH:27]=5)[C:24](=[O:32])[C:23]5=[C:33]([CH3:36])[CH:34]=[CH:35][N:22]5[N:21]=4)[CH3:19])=[N:14][CH:13]=[N:12][C:11]=3[N:10](COCC[Si](C)(C)C)[CH:9]=2)=[CH:4][CH:3]=1.FC(F)(F)C(O)=O.N, predict the reaction product. (3) The product is: [Cl:1][C:2]1[C:3]([NH:15][C:16]([C:18]2[C:27]3[C:22](=[CH:23][CH:24]=[CH:25][CH:26]=3)[CH:21]=[CH:20][N:19]=2)=[O:17])=[CH:4][C:5]([F:14])=[C:6]([CH2:8][C:9]([OH:11])=[O:10])[CH:7]=1. Given the reactants [Cl:1][C:2]1[C:3]([NH:15][C:16]([C:18]2[C:27]3[C:22](=[CH:23][CH:24]=[CH:25][CH:26]=3)[CH:21]=[CH:20][N:19]=2)=[O:17])=[CH:4][C:5]([F:14])=[C:6]([CH2:8][C:9]([O:11]CC)=[O:10])[CH:7]=1.[OH-].[Na+].Cl, predict the reaction product. (4) Given the reactants [C:1]([O:5][C:6]([N:8]1[CH2:13][CH2:12][CH:11]([N:14]2[CH:18]=[C:17]([C:19]3[CH:20]=[N:21][C:22]([NH2:34])=[C:23](B4OC(C)(C)C(C)(C)O4)[CH:24]=3)[CH:16]=[N:15]2)[CH2:10][CH2:9]1)=[O:7])([CH3:4])([CH3:3])[CH3:2].[Cl:35][C:36]1[CH:45]=[CH:44][CH:43]=[C:42]2[C:37]=1[CH2:38][CH2:39][NH:40][CH2:41]2.N1C=CC=CC=1, predict the reaction product. The product is: [C:1]([O:5][C:6]([N:8]1[CH2:9][CH2:10][CH:11]([N:14]2[CH:18]=[C:17]([C:19]3[CH:20]=[N:21][C:22]([NH2:34])=[C:23]([N:40]4[CH2:39][CH2:38][C:37]5[C:42](=[CH:43][CH:44]=[CH:45][C:36]=5[Cl:35])[CH2:41]4)[CH:24]=3)[CH:16]=[N:15]2)[CH2:12][CH2:13]1)=[O:7])([CH3:4])([CH3:2])[CH3:3]. (5) Given the reactants [CH:1]1([NH:4][C:5](=[O:37])[C:6]2[CH:11]=[CH:10][C:9]([C:12]3[N:16]4[N:17]=[C:18]([S:28][C:29]5[CH:34]=[CH:33][CH:32]=[C:31]([F:35])[CH:30]=5)[CH:19]=[C:20]([NH:21][CH2:22][CH2:23][C:24]([F:27])([F:26])[F:25])[C:15]4=[N:14][CH:13]=3)=[CH:8][C:7]=2[CH3:36])[CH2:3][CH2:2]1.C(#N)C1C=CN=CC=1.OO.S([O-])([O-])(=[O:50])=S.[Na+].[Na+], predict the reaction product. The product is: [CH:1]1([NH:4][C:5](=[O:37])[C:6]2[CH:11]=[CH:10][C:9]([C:12]3[N:16]4[N:17]=[C:18]([S:28]([C:29]5[CH:34]=[CH:33][CH:32]=[C:31]([F:35])[CH:30]=5)=[O:50])[CH:19]=[C:20]([NH:21][CH2:22][CH2:23][C:24]([F:26])([F:27])[F:25])[C:15]4=[N:14][CH:13]=3)=[CH:8][C:7]=2[CH3:36])[CH2:2][CH2:3]1. (6) Given the reactants [F:1][C:2]1[CH:11]=[CH:10][C:5]([C:6]([O:8][CH3:9])=[O:7])=[CH:4][C:3]=1[O:12][CH2:13][C:14]#[CH:15].C(N(CC)C1C=CC=CC=1)C, predict the reaction product. The product is: [F:1][C:2]1[C:3]2[O:12][CH2:13][CH:14]=[CH:15][C:4]=2[C:5]([C:6]([O:8][CH3:9])=[O:7])=[CH:10][CH:11]=1. (7) Given the reactants [Cl:1][C:2]1[CH:20]=[CH:19][C:5]2[N:6]([CH3:18])[C:7](=[O:17])[CH2:8][N:9]=[C:10]([C:11]3[CH:16]=[CH:15][CH:14]=[CH:13][CH:12]=3)[C:4]=2[CH:3]=1.[Cl:21][C:22]1[CH:23]=[C:24]([CH:30]=[C:31]([Cl:33])[CH:32]=1)[O:25][CH2:26][C:27](O)=[O:28], predict the reaction product. The product is: [Cl:1][C:2]1[CH:20]=[CH:19][C:5]2[N:6]([CH3:18])[C:7](=[O:17])[CH2:8][N:9]3[C:27](=[O:28])[C@@H:26]([O:25][C:24]4[CH:30]=[C:31]([Cl:33])[CH:32]=[C:22]([Cl:21])[CH:23]=4)[C@:10]3([C:11]3[CH:16]=[CH:15][CH:14]=[CH:13][CH:12]=3)[C:4]=2[CH:3]=1. (8) Given the reactants [C:1]([O:5][C:6]([N:8]1[CH2:13][CH2:12][C@@H:11]([NH:14][C:15]2[CH:20]=[C:19]([F:21])[CH:18]=[CH:17][C:16]=2[NH2:22])[C@H:10]([O:23][C:24](=[O:26])[CH3:25])[CH2:9]1)=[O:7])([CH3:4])([CH3:3])[CH3:2].O.[N:28]#[C:29]Br, predict the reaction product. The product is: [C:1]([O:5][C:6]([N:8]1[CH2:13][CH2:12][C@@H:11]([N:14]2[C:15]3[CH:20]=[C:19]([F:21])[CH:18]=[CH:17][C:16]=3[N:22]=[C:29]2[NH2:28])[C@H:10]([O:23][C:24](=[O:26])[CH3:25])[CH2:9]1)=[O:7])([CH3:4])([CH3:2])[CH3:3]. (9) The product is: [Cl:7][C:8]1[N:9]=[CH:10][C:11]([C:14]([N:18]([CH3:19])[CH3:17])=[O:16])=[N:12][CH:13]=1. Given the reactants C(Cl)(=O)C(Cl)=O.[Cl:7][C:8]1[N:9]=[CH:10][C:11]([C:14]([OH:16])=O)=[N:12][CH:13]=1.[CH3:17][NH:18][CH3:19].C(N(CC)CC)C, predict the reaction product. (10) The product is: [N:9]1[N:10]([C:14]2[CH:22]=[CH:21][CH:20]=[CH:19][C:15]=2[C:16]([N:7]2[CH2:6][C@H:5]([OH:8])[CH2:4][CH2:3][C@H:2]2[CH3:1])=[O:17])[N:11]=[CH:12][CH:13]=1. Given the reactants [CH3:1][C@H:2]1[NH:7][CH2:6][C@H:5]([OH:8])[CH2:4][CH2:3]1.[N:9]1[N:10]([C:14]2[CH:22]=[CH:21][CH:20]=[CH:19][C:15]=2[C:16](O)=[O:17])[N:11]=[CH:12][CH:13]=1.C(Cl)CCl.ON1C2N=CC=CC=2N=N1.C(N(CC)CC)C, predict the reaction product.